This data is from Forward reaction prediction with 1.9M reactions from USPTO patents (1976-2016). The task is: Predict the product of the given reaction. (1) Given the reactants [CH3:1][C:2]1[C:3]([N:21]2[CH2:26][CH2:25][O:24][CH2:23][CH2:22]2)=[N:4][C:5]([C:14]2[CH:15]=[C:16]([OH:20])[CH:17]=[CH:18][CH:19]=2)=[N:6][C:7]=1[NH:8][C@@H:9]1[CH2:13][CH2:12][O:11][CH2:10]1.Cl[CH2:28][CH:29]1[CH2:31][O:30]1.C([O-])([O-])=O.[K+].[K+], predict the reaction product. The product is: [CH3:1][C:2]1[C:7]([NH:8][C@@H:9]2[CH2:13][CH2:12][O:11][CH2:10]2)=[N:6][C:5]([C:14]2[CH:19]=[CH:18][CH:17]=[C:16]([O:20][CH2:28][CH:29]3[CH2:31][O:30]3)[CH:15]=2)=[N:4][C:3]=1[N:21]1[CH2:22][CH2:23][O:24][CH2:25][CH2:26]1. (2) Given the reactants [Br:1][C:2]1[CH:3]=[C:4]([N+:13]([O-])=O)[C:5]([CH3:12])=[C:6]([CH:11]=1)[C:7]([O:9][CH3:10])=[O:8].[Cl-].[NH4+], predict the reaction product. The product is: [NH2:13][C:4]1[C:5]([CH3:12])=[C:6]([CH:11]=[C:2]([Br:1])[CH:3]=1)[C:7]([O:9][CH3:10])=[O:8]. (3) Given the reactants C([Si](C(C)C)(C(C)C)[O:5][C:6]1[CH:7]=[C:8]([CH:11]=[CH:12][CH:13]=1)[CH2:9][OH:10])(C)C.[Cl:20][C:21]1[CH:22]=[C:23]([CH:26]=[CH:27][C:28]=1F)[C:24]#[N:25].[F-].C([N+](CCCC)(CCCC)CCCC)CCC.C(O)(=O)C, predict the reaction product. The product is: [Cl:20][C:21]1[CH:22]=[C:23]([CH:26]=[CH:27][C:28]=1[O:10][CH2:9][C:8]1[CH:11]=[CH:12][CH:13]=[C:6]([OH:5])[CH:7]=1)[C:24]#[N:25]. (4) The product is: [OH:23][C@H:18]1[CH2:19][CH2:20][CH2:21][CH2:22][C@@H:17]1[NH:16][C:12]([C:4]1[C:3]2[C:7](=[CH:8][CH:9]=[C:10]([F:11])[C:2]=2[F:1])[NH:6][CH:5]=1)=[O:14]. Given the reactants [F:1][C:2]1[C:10]([F:11])=[CH:9][CH:8]=[C:7]2[C:3]=1[C:4]([C:12]([OH:14])=O)=[CH:5][NH:6]2.Cl.[NH2:16][C@H:17]1[CH2:22][CH2:21][CH2:20][CH2:19][C@@H:18]1[OH:23], predict the reaction product.